This data is from Catalyst prediction with 721,799 reactions and 888 catalyst types from USPTO. The task is: Predict which catalyst facilitates the given reaction. Reactant: [CH3:1][C@H:2]1[CH2:7][N:6]2[N:8]=[CH:9][C:10]([N:11]3[C:18](=[O:19])[CH2:17][C:13]4([CH2:16][CH2:15][CH2:14]4)[CH2:12]3)=[C:5]2[CH2:4][N:3]1[C:20]([O:22][C:23]([CH3:26])([CH3:25])[CH3:24])=[O:21].[Li+].C[Si]([N-][Si](C)(C)C)(C)C.C1(C2[O:45]N2S(C2C=CC=CC=2)(=O)=O)C=CC=CC=1. Product: [OH:45][CH:17]1[C:13]2([CH2:14][CH2:15][CH2:16]2)[CH2:12][N:11]([C:10]2[CH:9]=[N:8][N:6]3[CH2:7][C@H:2]([CH3:1])[N:3]([C:20]([O:22][C:23]([CH3:25])([CH3:24])[CH3:26])=[O:21])[CH2:4][C:5]=23)[C:18]1=[O:19]. The catalyst class is: 1.